Predict the product of the given reaction. From a dataset of Forward reaction prediction with 1.9M reactions from USPTO patents (1976-2016). (1) The product is: [CH2:24]([C:21]1[CH:22]=[CH:23][C:18]([C@H:12]([N:9]2[CH2:10][CH2:11][C@@H:6]([CH2:2][C:3]([OH:5])=[O:4])[CH2:7][C@H:8]2[C:27]2[CH:28]=[CH:29][C:30]([C:33]([F:36])([F:34])[F:35])=[CH:31][CH:32]=2)[CH2:13][CH2:14][CH:15]([CH3:17])[CH3:16])=[CH:19][CH:20]=1)[CH:25]=[CH2:26]. Given the reactants C[CH:2]([C@@H:6]1[CH2:11][CH2:10][N:9]([C@@H:12]([C:18]2[CH:23]=[CH:22][C:21]([CH2:24][CH:25]=[CH2:26])=[CH:20][CH:19]=2)[CH2:13][CH2:14][CH:15]([CH3:17])[CH3:16])[C@H:8]([C:27]2[CH:32]=[CH:31][C:30]([C:33]([F:36])([F:35])[F:34])=[CH:29][CH:28]=2)[CH2:7]1)[C:3]([O-:5])=[O:4].[OH-].[Na+], predict the reaction product. (2) Given the reactants [CH3:1][N:2]1[CH2:7][CH2:6][N:5]([CH2:8][C:9]2[CH:14]=[CH:13][CH:12]=[CH:11][C:10]=2[C:15](=[O:17])[CH3:16])[CH2:4][CH2:3]1.[CH:18]([C:20]1[N:25]=[C:24](/[CH:26]=[CH:27]/[C:28]([O:30][C:31]([CH3:34])([CH3:33])[CH3:32])=[O:29])[CH:23]=[CH:22][CH:21]=1)=O.[OH-].[K+], predict the reaction product. The product is: [CH3:1][N:2]1[CH2:7][CH2:6][N:5]([CH2:8][C:9]2[CH:14]=[CH:13][CH:12]=[CH:11][C:10]=2[C:15](=[O:17])/[CH:16]=[CH:18]/[C:20]2[N:25]=[C:24](/[CH:26]=[CH:27]/[C:28]([O:30][C:31]([CH3:34])([CH3:33])[CH3:32])=[O:29])[CH:23]=[CH:22][CH:21]=2)[CH2:4][CH2:3]1. (3) Given the reactants [S:1](Cl)(Cl)=[O:2].[CH2:5]([NH:12][C:13]([CH3:17])([CH3:16])[CH2:14][OH:15])[C:6]1[CH:11]=[CH:10][CH:9]=[CH:8][CH:7]=1.C(N(C(C)C)CC)(C)C, predict the reaction product. The product is: [CH2:5]([N:12]1[C:13]([CH3:17])([CH3:16])[CH2:14][O:15][S:1]1=[O:2])[C:6]1[CH:11]=[CH:10][CH:9]=[CH:8][CH:7]=1. (4) Given the reactants [C:1]([O:5][C:6](=[O:27])[NH:7][C@H:8]([C:10](=O)[NH:11][C:12]1[C:13]([NH:18][C:19]2[CH:20]=[C:21]([CH3:25])[CH:22]=[CH:23][CH:24]=2)=[N:14][CH:15]=[CH:16][CH:17]=1)[CH3:9])([CH3:4])([CH3:3])[CH3:2], predict the reaction product. The product is: [C:1]([O:5][C:6](=[O:27])[NH:7][C@H:8]([C:10]1[N:18]([C:19]2[CH:20]=[C:21]([CH3:25])[CH:22]=[CH:23][CH:24]=2)[C:13]2=[N:14][CH:15]=[CH:16][CH:17]=[C:12]2[N:11]=1)[CH3:9])([CH3:4])([CH3:3])[CH3:2]. (5) Given the reactants C(O[C@:6]([N:19]=[C:20]=[O:21])([CH2:10][C:11]1[CH:16]=[CH:15][C:14]([O:17][CH3:18])=[CH:13][CH:12]=1)[C:7]([OH:9])=O)(C)(C)C.[CH2:22](Cl)[CH2:23]Cl.[CH:26]1[CH:27]=[CH:28][C:29]2N(O)N=N[C:30]=2[CH:31]=1.F[C:37](F)(F)[C:38]([OH:40])=O.C([O:48][C:49]1([C:53]2C=CC=CC=2)[CH2:52]N[CH2:50]1)CCCC.CCN([CH:65]([CH3:67])[CH3:66])C(C)C.C[N:69]([CH:71]=O)[CH3:70], predict the reaction product. The product is: [C:49]([O:48][C:20](=[O:21])[NH:19][C@H:6]([CH2:10][C:11]1[CH:12]=[CH:13][C:14]([O:17][CH3:18])=[CH:15][CH:16]=1)[C:7](=[O:9])[N:69]1[CH2:70][C:38]([O:40][CH2:67][CH2:65][CH2:66][CH2:22][CH3:23])([C:37]2[CH:31]=[CH:30][CH:29]=[CH:28][C:27]=2[CH3:26])[CH2:71]1)([CH3:53])([CH3:52])[CH3:50]. (6) The product is: [ClH:2].[Cl:15][C:13]1[CH:14]=[C:9]([C:7]2[N:6]=[C:5]3[CH2:17][CH2:18][CH2:19][C:4]3=[C:3]([NH:20][C:21]3[CH:26]=[CH:25][C:24]([CH2:27][CH2:28][OH:29])=[CH:23][CH:22]=3)[CH:8]=2)[CH:10]=[CH:11][C:12]=1[Cl:1]. Given the reactants [ClH:1].[Cl:2][C:3]1[CH:8]=[C:7]([C:9]2[CH:14]=[C:13]([Cl:15])[CH:12]=[C:11](Cl)[CH:10]=2)[N:6]=[C:5]2[CH2:17][CH2:18][CH2:19][C:4]=12.[NH2:20][C:21]1[CH:26]=[CH:25][C:24]([CH2:27][C:28](N)=[O:29])=[CH:23][CH:22]=1, predict the reaction product.